This data is from Catalyst prediction with 721,799 reactions and 888 catalyst types from USPTO. The task is: Predict which catalyst facilitates the given reaction. Reactant: C[O:2][C:3]1[N:8]=[CH:7][C:6]([CH2:9][C:10]2[C:11](=[O:18])[N:12]=[C:13]([S:16][CH3:17])[NH:14][CH:15]=2)=[CH:5][N:4]=1.B(Br)(Br)Br. Product: [CH3:17][S:16][C:13]1[NH:14][CH:15]=[C:10]([CH2:9][C:6]2[CH:5]=[N:4][C:3](=[O:2])[NH:8][CH:7]=2)[C:11](=[O:18])[N:12]=1. The catalyst class is: 6.